From a dataset of Forward reaction prediction with 1.9M reactions from USPTO patents (1976-2016). Predict the product of the given reaction. (1) Given the reactants C1(COC([NH:11][C:12](=[C:17]2[CH2:22][CH2:21][CH:20]([C:23]([F:26])([F:25])[F:24])[CH2:19][CH2:18]2)[C:13]([O:15][CH3:16])=[O:14])=O)C=CC=CC=1.[H][H], predict the reaction product. The product is: [NH2:11][CH:12]([CH:17]1[CH2:22][CH2:21][CH:20]([C:23]([F:24])([F:25])[F:26])[CH2:19][CH2:18]1)[C:13]([O:15][CH3:16])=[O:14]. (2) Given the reactants Br[C:2]1[CH:3]=[C:4]2[C:9](=[CH:10][C:11]=1[O:12][CH3:13])[O:8][C:7]([CH3:15])([CH3:14])[CH:6]=[C:5]2[CH2:16][CH3:17].C([Sn](CCCC)(CCCC)[C:23]([O:25]CC)=[CH2:24])CCC, predict the reaction product. The product is: [CH2:16]([C:5]1[C:4]2[C:9](=[CH:10][C:11]([O:12][CH3:13])=[C:2]([C:23](=[O:25])[CH3:24])[CH:3]=2)[O:8][C:7]([CH3:15])([CH3:14])[CH:6]=1)[CH3:17].